Predict which catalyst facilitates the given reaction. From a dataset of Catalyst prediction with 721,799 reactions and 888 catalyst types from USPTO. (1) Reactant: [CH3:1][O:2][C:3]1[CH:8]=[C:7]([O:9][CH3:10])[N:6]=[C:5]([N:11]2[C:20](=[O:21])[C:19]3[C:14](=[CH:15][C:16]([C:22]([OH:24])=O)=[CH:17][CH:18]=3)[NH:13][C:12]2=[S:25])[N:4]=1.[Cl:26][C:27]1[CH:34]=[CH:33][C:30]([CH2:31][NH2:32])=[CH:29][CH:28]=1.CCN(C(C)C)C(C)C.CN(C(ON1N=NC2C=CC=NC1=2)=[N+](C)C)C.F[P-](F)(F)(F)(F)F. Product: [Cl:26][C:27]1[CH:34]=[CH:33][C:30]([CH2:31][NH:32][C:22]([C:16]2[CH:15]=[C:14]3[C:19]([C:20](=[O:21])[N:11]([C:5]4[N:6]=[C:7]([O:9][CH3:10])[CH:8]=[C:3]([O:2][CH3:1])[N:4]=4)[C:12](=[S:25])[NH:13]3)=[CH:18][CH:17]=2)=[O:24])=[CH:29][CH:28]=1. The catalyst class is: 3. (2) Reactant: [CH:1]1([C:4]2[N:8]([C:9]3[CH:18]=[CH:17][CH:16]=[C:15]4[C:10]=3[CH:11]=[CH:12][CH:13]=[N:14]4)[N:7]=[CH:6][C:5]=2[C:19]([NH:21][C:22]([NH2:24])=[NH:23])=[O:20])[CH2:3][CH2:2]1. Product: [CH2:19]([O-:20])[CH3:5].[CH:1]1([C:4]2[N:8]([C:9]3[CH:18]=[CH:17][CH:16]=[C:15]4[C:10]=3[CH:11]=[CH:12][CH:13]=[N:14]4)[N:7]=[CH:6][C:5]=2[C:19]([NH:21][C:22]([NH2:24])=[NH:23])=[O:20])[CH2:2][CH2:3]1. The catalyst class is: 8. (3) Reactant: [N+:1]([C:4]1[N:8]=[CH:7][NH:6][N:5]=1)([O-:3])=[O:2].[C:9](Cl)([C:22]1[CH:27]=[CH:26][CH:25]=[CH:24][CH:23]=1)([C:16]1[CH:21]=[CH:20][CH:19]=[CH:18][CH:17]=1)[C:10]1[CH:15]=[CH:14][CH:13]=[CH:12][CH:11]=1.C(N(C(C)C)CC)(C)C. Product: [N+:1]([C:4]1[N:8]=[CH:7][N:6]([C:9]([C:10]2[CH:15]=[CH:14][CH:13]=[CH:12][CH:11]=2)([C:22]2[CH:23]=[CH:24][CH:25]=[CH:26][CH:27]=2)[C:16]2[CH:17]=[CH:18][CH:19]=[CH:20][CH:21]=2)[N:5]=1)([O-:3])=[O:2]. The catalyst class is: 1. (4) Reactant: [CH3:1][O:2][CH2:3][CH2:4][O:5][C:6]1[C:7]([NH:19][C:20]([NH2:22])=[S:21])=[N:8][CH:9]=[C:10]([O:12][C:13]2[CH:14]=[N:15][CH:16]=[CH:17][CH:18]=2)[CH:11]=1.Cl[CH2:24][CH:25]=O. Product: [CH3:1][O:2][CH2:3][CH2:4][O:5][C:6]1[C:7]([NH:19][C:20]2[S:21][CH:24]=[CH:25][N:22]=2)=[N:8][CH:9]=[C:10]([O:12][C:13]2[CH:14]=[N:15][CH:16]=[CH:17][CH:18]=2)[CH:11]=1. The catalyst class is: 3. (5) Reactant: I[C:2]1[C:3]2[CH:10]=[CH:9][NH:8][C:4]=2[N:5]=[CH:6][N:7]=1.[Si:11]([O:18][CH2:19][CH:20]1[CH2:25][CH2:24][CH:23]([C:26](N(OC)C)=[O:27])[CH2:22][CH2:21]1)([C:14]([CH3:17])([CH3:16])[CH3:15])([CH3:13])[CH3:12].[Cl-].[NH4+]. Product: [Si:11]([O:18][CH2:19][CH:20]1[CH2:21][CH2:22][CH:23]([C:26]([C:2]2[C:3]3[CH:10]=[CH:9][NH:8][C:4]=3[N:5]=[CH:6][N:7]=2)=[O:27])[CH2:24][CH2:25]1)([C:14]([CH3:17])([CH3:16])[CH3:15])([CH3:13])[CH3:12]. The catalyst class is: 7. (6) Reactant: [C:1]1([CH2:7][C@H:8]([NH2:27])[CH2:9][NH:10][C:11]2[C:12]3[CH:26]=[CH:25][N:24]=[CH:23][C:13]=3[N:14]=[C:15]([C:17]3[CH:22]=[CH:21][N:20]=[CH:19][CH:18]=3)[N:16]=2)[CH:6]=[CH:5][CH:4]=[CH:3][CH:2]=1.Br[CH2:29][C:30]([NH2:32])=[O:31].C(=O)([O-])[O-].[K+].[K+]. Product: [C:1]1([CH2:7][C@H:8]([NH:27][CH2:29][C:30]([NH2:32])=[O:31])[CH2:9][NH:10][C:11]2[C:12]3[CH:26]=[CH:25][N:24]=[CH:23][C:13]=3[N:14]=[C:15]([C:17]3[CH:22]=[CH:21][N:20]=[CH:19][CH:18]=3)[N:16]=2)[CH:6]=[CH:5][CH:4]=[CH:3][CH:2]=1. The catalyst class is: 3.